This data is from Full USPTO retrosynthesis dataset with 1.9M reactions from patents (1976-2016). The task is: Predict the reactants needed to synthesize the given product. (1) Given the product [NH2:30][C:26]1[NH:27][C:28](=[O:29])[C:23]2[S:22][C:21](=[O:31])[N:20]([C@H:13]3[C@H:14]([OH:16])[CH2:15][C@@H:11]([CH2:10][OH:9])[O:12]3)[C:24]=2[N:25]=1.[C:1]([O:9][CH2:10][C@@H:11]1[CH2:15][C@@H:14]([OH:16])[C@H:13]([N:20]2[C:24]3[N:25]=[C:26]([NH2:30])[NH:27][C:28](=[O:29])[C:23]=3[S:22][C:21]2=[O:31])[O:12]1)(=[O:8])[C:2]1[CH:7]=[CH:6][CH:5]=[CH:4][CH:3]=1, predict the reactants needed to synthesize it. The reactants are: [C:1]([O:9][CH2:10][C@@H:11]1[CH2:15][C@@H:14]([O:16]C(=O)C)[C@H:13]([N:20]2[C:24]3[N:25]=[C:26]([NH2:30])[NH:27][C:28](=[O:29])[C:23]=3[S:22][C:21]2=[O:31])[O:12]1)(=[O:8])[C:2]1[CH:7]=[CH:6][CH:5]=[CH:4][CH:3]=1.C(=O)([O-])[O-].[K+].[K+]. (2) Given the product [O:2]1[CH2:8][CH2:7][CH2:6][N:5]([CH2:9][C:11]2[CH:12]=[CH:13][C:14]([C:17]#[C:18][C:19]3[CH:20]=[CH:21][C:22]([C:23]([O:25][CH2:26][CH3:27])=[O:24])=[CH:28][CH:29]=3)=[CH:15][CH:16]=2)[CH2:4][CH2:3]1, predict the reactants needed to synthesize it. The reactants are: Cl.[O:2]1[CH2:8][CH2:7][CH2:6][NH:5][CH2:4][CH2:3]1.[CH:9]([C:11]1[CH:16]=[CH:15][C:14]([C:17]#[C:18][C:19]2[CH:29]=[CH:28][C:22]([C:23]([O:25][CH2:26][CH3:27])=[O:24])=[CH:21][CH:20]=2)=[CH:13][CH:12]=1)=O.C(O[BH-](OC(=O)C)OC(=O)C)(=O)C.[Na+].C(=O)([O-])O.[Na+]. (3) Given the product [Br:1][C:2]1[N:7]=[CH:6][C:5]2[C:8]([C:23]3[CH:24]=[N:25][N:26]([CH2:28][C:29]([NH2:31])=[O:30])[CH:27]=3)=[CH:9][N:10]([CH:11]([CH3:13])[CH3:12])[C:4]=2[CH:3]=1, predict the reactants needed to synthesize it. The reactants are: [Br:1][C:2]1[N:7]=[CH:6][C:5]2[C:8](I)=[CH:9][N:10]([CH:11]([CH3:13])[CH3:12])[C:4]=2[CH:3]=1.CC1(C)C(C)(C)OB([C:23]2[CH:24]=[N:25][N:26]([CH2:28][C:29]([NH2:31])=[O:30])[CH:27]=2)O1.C(=O)([O-])[O-].[Na+].[Na+]. (4) Given the product [C:1]([O:5][C:6]([N:8]1[CH:12]=[C:11]([NH:13][C:14]2[N:19]=[C:18]([NH:20][C:21]3[CH:22]=[CH:23][C:24]([O:27][CH3:28])=[CH:25][CH:26]=3)[C:17]([NH2:29])=[CH:16][N:15]=2)[CH:10]=[N:9]1)=[O:7])([CH3:4])([CH3:3])[CH3:2], predict the reactants needed to synthesize it. The reactants are: [C:1]([O:5][C:6]([N:8]1[CH:12]=[C:11]([NH:13][C:14]2[N:19]=[C:18]([NH:20][C:21]3[CH:26]=[CH:25][C:24]([O:27][CH3:28])=[CH:23][CH:22]=3)[C:17]([N+:29]([O-])=O)=[CH:16][N:15]=2)[CH:10]=[N:9]1)=[O:7])([CH3:4])([CH3:3])[CH3:2].